This data is from Retrosynthesis with 50K atom-mapped reactions and 10 reaction types from USPTO. The task is: Predict the reactants needed to synthesize the given product. Given the product COCO[C@@H]1CC2=CC=C3[C@H](CC[C@@]4(C)[C@H]3CC[C@@H]4C(C)C=O)[C@@]2(C)[C@@H](OC(C)=O)C1, predict the reactants needed to synthesize it. The reactants are: COCO[C@@H]1CC2=CC=C3[C@H](CC[C@@]4(C)[C@H]3CC[C@@H]4C(C)C3OCCO3)[C@@]2(C)[C@@H](OC(C)=O)C1.